From a dataset of Full USPTO retrosynthesis dataset with 1.9M reactions from patents (1976-2016). Predict the reactants needed to synthesize the given product. (1) The reactants are: Cl[CH:2]([C:14]1[CH:19]=[CH:18][CH:17]=[CH:16][CH:15]=1)[C:3]([C:5]1[C:13]2[C:8](=[CH:9][CH:10]=[CH:11][CH:12]=2)[NH:7][CH:6]=1)=[O:4].[C:20]([O:24][CH2:25][CH2:26][O:27][C:28]1[CH:29]=[C:30]([CH:32]=[C:33]([O:35][CH3:36])[CH:34]=1)[NH2:31])([CH3:23])([CH3:22])[CH3:21].C(N(CC)CC)C. Given the product [C:20]([O:24][CH2:25][CH2:26][O:27][C:28]1[CH:29]=[C:30]([NH:31][CH:2]([C:14]2[CH:19]=[CH:18][CH:17]=[CH:16][CH:15]=2)[C:3]([C:5]2[C:13]3[C:8](=[CH:9][CH:10]=[CH:11][CH:12]=3)[NH:7][CH:6]=2)=[O:4])[CH:32]=[C:33]([O:35][CH3:36])[CH:34]=1)([CH3:23])([CH3:22])[CH3:21], predict the reactants needed to synthesize it. (2) Given the product [Cl:14][C:15]1[CH:16]=[C:17]([CH:21]=[CH:22][CH:23]=1)[CH2:18][CH:2]1[C:6]2[NH:7][C:8]([C:10]([O:12][CH3:13])=[O:11])=[CH:9][C:5]=2[CH2:4][CH2:3]1, predict the reactants needed to synthesize it. The reactants are: O=[C:2]1[C:6]2[NH:7][C:8]([C:10]([O:12][CH3:13])=[O:11])=[CH:9][C:5]=2[CH2:4][CH2:3]1.[Cl:14][C:15]1[CH:16]=[C:17]([CH:21]=[CH:22][CH:23]=1)[CH2:18][Mg]Br. (3) Given the product [C:2]1([C:2]2[CH:7]=[CH:6][CH:5]=[CH:4][CH:3]=2)[CH:7]=[CH:6][C:5]([NH:8][C:9]2[CH:14]=[CH:13][C:12]([C:16]3[CH:21]=[CH:20][CH:19]=[CH:18][CH:17]=3)=[CH:11][CH:10]=2)=[CH:4][CH:3]=1, predict the reactants needed to synthesize it. The reactants are: Br[C:2]1[CH:7]=[CH:6][C:5]([NH:8][C:9]2[CH:14]=[CH:13][C:12](Br)=[CH:11][CH:10]=2)=[CH:4][CH:3]=1.[C:16]1(B(O)O)[CH:21]=[CH:20][CH:19]=[CH:18][CH:17]=1.C(=O)([O-])[O-].[K+].[K+]. (4) The reactants are: [CH3:1][O:2][CH:3]1[CH2:8][CH2:7][CH:6]([C:9](Cl)=[O:10])[CH2:5][CH2:4]1.[CH2:12]([O:14][C:15]#[CH:16])[CH3:13]. Given the product [CH2:15]([O:14][C:12]1[C:6]2([CH2:7][CH2:8][CH:3]([O:2][CH3:1])[CH2:4][CH2:5]2)[C:9](=[O:10])[CH:13]=1)[CH3:16], predict the reactants needed to synthesize it. (5) Given the product [CH3:6][O:7][C:8](=[O:40])[CH2:9][C@H:10]1[C:14]2[CH:15]=[CH:16][C:17]([O:19][C@H:20]3[C:28]4[C:23](=[C:24]([CH2:33][N:34]5[CH2:35][CH2:36][N:37]([C:2]([O:4][CH3:5])=[O:3])[CH2:38][CH2:39]5)[C:25]([C:29]([F:30])([F:31])[F:32])=[CH:26][CH:27]=4)[CH2:22][CH2:21]3)=[CH:18][C:13]=2[O:12][CH2:11]1, predict the reactants needed to synthesize it. The reactants are: Cl[C:2]([O:4][CH3:5])=[O:3].[CH3:6][O:7][C:8](=[O:40])[CH2:9][C@H:10]1[C:14]2[CH:15]=[CH:16][C:17]([O:19][C@H:20]3[C:28]4[C:23](=[C:24]([CH2:33][N:34]5[CH2:39][CH2:38][NH:37][CH2:36][CH2:35]5)[C:25]([C:29]([F:32])([F:31])[F:30])=[CH:26][CH:27]=4)[CH2:22][CH2:21]3)=[CH:18][C:13]=2[O:12][CH2:11]1.C(N(CC)CC)C. (6) Given the product [CH3:1][O:2][C:3](=[O:29])[CH2:4][CH2:5][C:6]1[CH:7]=[N:8][C:9]2[C:14]([CH:15]=1)=[CH:13][CH:12]=[CH:11][C:10]=2[N:16]1[CH2:17][CH2:18][N:19]([C:22]([O:24][C:25]([CH3:27])([CH3:26])[CH3:28])=[O:23])[CH2:20][CH2:21]1, predict the reactants needed to synthesize it. The reactants are: [CH3:1][O:2][C:3](=[O:29])/[CH:4]=[CH:5]/[C:6]1[CH:7]=[N:8][C:9]2[C:14]([CH:15]=1)=[CH:13][CH:12]=[CH:11][C:10]=2[N:16]1[CH2:21][CH2:20][N:19]([C:22]([O:24][C:25]([CH3:28])([CH3:27])[CH3:26])=[O:23])[CH2:18][CH2:17]1. (7) Given the product [Cl:1][C:2]1[CH:7]=[CH:6][CH:5]=[CH:4][C:3]=1[N:8]1[C:12]([O:13][S:33]([C:36]([F:39])([F:38])[F:37])(=[O:35])=[O:34])=[CH:11][C:10]([C:14]([O:16][CH2:17][CH3:18])=[O:15])=[N:9]1, predict the reactants needed to synthesize it. The reactants are: [Cl:1][C:2]1[CH:7]=[CH:6][CH:5]=[CH:4][C:3]=1[N:8]1[C:12]([OH:13])=[CH:11][C:10]([C:14]([O:16][CH2:17][CH3:18])=[O:15])=[N:9]1.C(N(CC)CC)C.C1C=CC(N([S:33]([C:36]([F:39])([F:38])[F:37])(=[O:35])=[O:34])[S:33]([C:36]([F:39])([F:38])[F:37])(=[O:35])=[O:34])=CC=1.O.